This data is from Kinase inhibitor bioactivity data combining Ki, Kd, and IC50 measurements. The task is: Regression. Given a target protein amino acid sequence and a drug SMILES string, predict the binding affinity score between them. We predict KIBA score (integrated kinase binding score). Dataset: kiba. (1) The small molecule is COc1cc(Nc2ncc3c(n2)-c2ccc(Cl)cc2C(c2c(F)cccc2OC)=NC3)ccc1C(=O)O. The target protein (O43781) has sequence MGGTARGPGRKDAGPPGAGLPPQQRRLGDGVYDTFMMIDETKCPPCSNVLCNPSEPPPPRRLNMTTEQFTGDHTQHFLDGGEMKVEQLFQEFGNRKSNTIQSDGISDSEKCSPTVSQGKSSDCLNTVKSNSSSKAPKVVPLTPEQALKQYKHHLTAYEKLEIINYPEIYFVGPNAKKRHGVIGGPNNGGYDDADGAYIHVPRDHLAYRYEVLKIIGKGSFGQVARVYDHKLRQYVALKMVRNEKRFHRQAAEEIRILEHLKKQDKTGSMNVIHMLESFTFRNHVCMAFELLSIDLYELIKKNKFQGFSVQLVRKFAQSILQSLDALHKNKIIHCDLKPENILLKHHGRSSTKVIDFGSSCFEYQKLYTYIQSRFYRAPEIILGSRYSTPIDIWSFGCILAELLTGQPLFPGEDEGDQLACMMELLGMPPPKLLEQSKRAKYFINSKGIPRYCSVTTQADGRVVLVGGRSRRGKKRGPPGSKDWGTALKGCDDYLFIEFLK.... The KIBA score is 11.3. (2) The drug is CCc1c(-c2ccc(C(C)(C)O)cc2)[nH]c2nccnc12. The target protein (Q9UQM7) has sequence MATITCTRFTEEYQLFEELGKGAFSVVRRCVKVLAGQEYAAKIINTKKLSARDHQKLEREARICRLLKHPNIVRLHDSISEEGHHYLIFDLVTGGELFEDIVAREYYSEADASHCIQQILEAVLHCHQMGVVHRDLKPENLLLASKLKGAAVKLADFGLAIEVEGEQQAWFGFAGTPGYLSPEVLRKDPYGKPVDLWACGVILYILLVGYPPFWDEDQHRLYQQIKAGAYDFPSPEWDTVTPEAKDLINKMLTINPSKRITAAEALKHPWISHRSTVASCMHRQETVDCLKKFNARRKLKGAILTTMLATRNFSGGKSGGNKKSDGVKESSESTNTTIEDEDTKVRKQEIIKVTEQLIEAISNGDFESYTKMCDPGMTAFEPEALGNLVEGLDFHRFYFENLWSRNSKPVHTTILNPHIHLMGDESACIAYIRITQYLDAGGIPRTAQSEETRVWHRRDGKWQIVHFHRSGAPSVLPH. The KIBA score is 11.2. (3) The drug is O=C(Nc1ccc(N2CCNCC2)cc1)c1ccc(-c2ccc(Cl)cc2)o1. The target protein (Q96PF2) has sequence MDDATVLRKKGYIVGINLGKGSYAKVKSAYSERLKFNVAVKIIDRKKTPTDFVERFLPREMDILATVNHGSIIKTYEIFETSDGRIYIIMELGVQGDLLEFIKCQGALHEDVARKMFRQLSSAVKYCHDLDIVHRDLKCENLLLDKDFNIKLSDFGFSKRCLRDSNGRIILSKTFCGSAAYAAPEVLQSIPYQPKVYDIWSLGVILYIMVCGSMPYDDSDIRKMLRIQKEHRVDFPRSKNLTCECKDLIYRMLQPDVSQRLHIDEILSHSWLQPPKPKATSSASFKREGEGKYRAECKLDTKTGLRPDHRPDHKLGAKTQHRLLVVPENENRMEDRLAETSRAKDHHISGAEVGKAST. The KIBA score is 10.6. (4) The target protein (P07948) has sequence MGCIKSKGKDSLSDDGVDLKTQPVRNTERTIYVRDPTSNKQQRPVPESQLLPGQRFQTKDPEEQGDIVVALYPYDGIHPDDLSFKKGEKMKVLEEHGEWWKAKSLLTKKEGFIPSNYVAKLNTLETEEWFFKDITRKDAERQLLAPGNSAGAFLIRESETLKGSFSLSVRDFDPVHGDVIKHYKIRSLDNGGYYISPRITFPCISDMIKHYQKQADGLCRRLEKACISPKPQKPWDKDAWEIPRESIKLVKRLGAGQFGEVWMGYYNNSTKVAVKTLKPGTMSVQAFLEEANLMKTLQHDKLVRLYAVVTREEPIYIITEYMAKGSLLDFLKSDEGGKVLLPKLIDFSAQIAEGMAYIERKNYIHRDLRAANVLVSESLMCKIADFGLARVIEDNEYTAREGAKFPIKWTAPEAINFGCFTIKSDVWSFGILLYEIVTYGKIPYPGRTNADVMTALSQGYRMPRVENCPDELYDIMKMCWKEKAEERPTFDYLQSVLDDF.... The KIBA score is 11.9. The small molecule is COCCNc1nccc(-c2c(-c3ccc(F)cc3)nc3cnccn23)n1. (5) The small molecule is CCOC(=O)c1c(C)n(-c2ccc(I)cc2)c2c1cc(O)c1ccccc12. The target protein (P51812) has sequence MPLAQLADPWQKMAVESPSDSAENGQQIMDEPMGEEEINPQTEEVSIKEIAITHHVKEGHEKADPSQFELLKVLGQGSFGKVFLVKKISGSDARQLYAMKVLKKATLKVRDRVRTKMERDILVEVNHPFIVKLHYAFQTEGKLYLILDFLRGGDLFTRLSKEVMFTEEDVKFYLAELALALDHLHSLGIIYRDLKPENILLDEEGHIKLTDFGLSKESIDHEKKAYSFCGTVEYMAPEVVNRRGHTQSADWWSFGVLMFEMLTGTLPFQGKDRKETMTMILKAKLGMPQFLSPEAQSLLRMLFKRNPANRLGAGPDGVEEIKRHSFFSTIDWNKLYRREIHPPFKPATGRPEDTFYFDPEFTAKTPKDSPGIPPSANAHQLFRGFSFVAITSDDESQAMQTVGVHSIVQQLHRNSIQFTDGYEVKEDIGVGSYSVCKRCIHKATNMEFAVKIIDKSKRDPTEEIEILLRYGQHPNIITLKDVYDDGKYVYVVTELMKGGE.... The KIBA score is 11.5.